Dataset: Forward reaction prediction with 1.9M reactions from USPTO patents (1976-2016). Task: Predict the product of the given reaction. Given the reactants Br[C:2]1[CH:3]=[C:4]([C:15]([O:17][CH3:18])=[O:16])[C:5]2[C:6]([CH3:14])=[N:7][N:8]([CH:11]([CH3:13])[CH3:12])[C:9]=2[CH:10]=1.CC1(C)C(C)(C)OB([C:27]2[CH:28]=[N:29][CH:30]=[CH:31][CH:32]=2)O1.C(=O)(O)[O-].[Na+], predict the reaction product. The product is: [CH3:14][C:6]1[C:5]2[C:4]([C:15]([O:17][CH3:18])=[O:16])=[CH:3][C:2]([C:27]3[CH:28]=[N:29][CH:30]=[CH:31][CH:32]=3)=[CH:10][C:9]=2[N:8]([CH:11]([CH3:13])[CH3:12])[N:7]=1.